Task: Predict the product of the given reaction.. Dataset: Forward reaction prediction with 1.9M reactions from USPTO patents (1976-2016) (1) Given the reactants Cl[CH2:2][CH2:3][CH2:4][C:5]#[C:6][C:7]1[CH:12]=[CH:11][CH:10]=[CH:9][N:8]=1.[CH3:13][N:14]1[C:18]2[CH:19]=[CH:20][CH:21]=[CH:22][C:17]=2[NH:16][C:15]1=[O:23].C([O-])([O-])=O.[K+].[K+], predict the reaction product. The product is: [CH3:13][N:14]1[C:18]2[CH:19]=[CH:20][CH:21]=[CH:22][C:17]=2[N:16]([CH2:2][CH2:3][CH2:4][C:5]#[C:6][C:7]2[CH:12]=[CH:11][CH:10]=[CH:9][N:8]=2)[C:15]1=[O:23]. (2) Given the reactants [F:1][C:2]([F:7])([CH2:5][OH:6])[CH2:3][OH:4].C(N(CC)CC)C.[CH3:15][S:16](Cl)(=[O:18])=[O:17], predict the reaction product. The product is: [CH3:15][S:16]([O:4][CH2:3][C:2]([F:7])([F:1])[CH2:5][O:6][S:16]([CH3:15])(=[O:18])=[O:17])(=[O:18])=[O:17]. (3) Given the reactants [NH2:1][C:2]1[CH:3]=[CH:4][C:5]([O:12][CH:13]([C:20]2[CH:25]=[CH:24][CH:23]=[CH:22][CH:21]=2)[C:14]2[CH:19]=[CH:18][CH:17]=[CH:16][CH:15]=2)=[C:6]([C:8](=[O:11])[CH2:9][CH3:10])[CH:7]=1.[C:26]1([N:32]=[C:33]=[O:34])[CH:31]=[CH:30][CH:29]=[CH:28][CH:27]=1.O, predict the reaction product. The product is: [CH:13]([O:12][C:5]1[CH:4]=[CH:3][C:2]([NH:1][C:33]([NH:32][C:26]2[CH:31]=[CH:30][CH:29]=[CH:28][CH:27]=2)=[O:34])=[CH:7][C:6]=1[C:8](=[O:11])[CH2:9][CH3:10])([C:14]1[CH:15]=[CH:16][CH:17]=[CH:18][CH:19]=1)[C:20]1[CH:21]=[CH:22][CH:23]=[CH:24][CH:25]=1. (4) Given the reactants Cl[C:2]1[N:7]=[N:6][C:5]2[O:8][C:9]3[CH:15]=[CH:14][CH:13]=[CH:12][C:10]=3[O:11][C:4]=2[CH:3]=1.COCCOC.C(=O)([O-])[O-].[Na+].[Na+].[F:28][C:29]1[CH:30]=[C:31](/[CH:36]=[CH:37]/B2OC(C)(C)C(C)(C)O2)[CH:32]=[C:33]([F:35])[CH:34]=1, predict the reaction product. The product is: [F:28][C:29]1[CH:30]=[C:31](/[CH:36]=[CH:37]/[C:2]2[N:7]=[N:6][C:5]3[O:8][C:9]4[CH:15]=[CH:14][CH:13]=[CH:12][C:10]=4[O:11][C:4]=3[CH:3]=2)[CH:32]=[C:33]([F:35])[CH:34]=1.